Dataset: Full USPTO retrosynthesis dataset with 1.9M reactions from patents (1976-2016). Task: Predict the reactants needed to synthesize the given product. (1) Given the product [CH3:21][O:22][C:11]1[CH:10]=[C:9]2[C:5]([CH2:6][CH2:7][N:8]2[CH2:12][CH2:13][CH2:14][N:15]2[CH:19]=[C:18]([NH2:20])[CH:17]=[N:16]2)=[CH:4][CH:3]=1, predict the reactants needed to synthesize it. The reactants are: CO[C:3]1[CH:4]=[C:5]2[C:9](=[CH:10][CH:11]=1)[N:8]([CH2:12][CH2:13][CH2:14][N:15]1[CH:19]=[C:18]([NH2:20])[CH:17]=[N:16]1)[CH2:7][CH2:6]2.[CH3:21][O:22]C1C=C2C(C=CN2)=CC=1. (2) Given the product [O:31]=[C:27]1[CH2:26][CH2:25][C:24]2[C:29](=[CH:30][C:21]([O:20][CH2:19][CH2:18][CH2:17][CH2:16][N:37]3[CH2:38][CH2:39][N:34]([C:40]4[C:45]5[O:46][CH2:47][C:48](=[O:50])[NH:49][C:44]=5[CH:43]=[CH:42][CH:41]=4)[CH2:35][CH2:36]3)=[CH:22][CH:23]=2)[NH:28]1, predict the reactants needed to synthesize it. The reactants are: ClC1C(Cl)=CC=CC=1N1CCCN([CH2:16][CH2:17][CH2:18][CH2:19][O:20][C:21]2[CH:30]=[C:29]3[C:24]([CH:25]=[CH:26][C:27](=[O:31])[NH:28]3)=[CH:23][CH:22]=2)CC1.[Na+].[I-].[N:34]1([C:40]2[C:45]3[O:46][CH2:47][C:48](=[O:50])[NH:49][C:44]=3[CH:43]=[CH:42][CH:41]=2)[CH2:39][CH2:38][NH:37][CH2:36][CH2:35]1.C([O-])([O-])=O.[K+].[K+]. (3) Given the product [Br:13][C:14]1[N:15]=[C:16]([C:30](=[O:32])[CH3:31])[C:17]([F:27])=[C:18]([Si:20]([CH2:25][CH3:26])([CH2:23][CH3:24])[CH2:21][CH3:22])[CH:19]=1, predict the reactants needed to synthesize it. The reactants are: C(NC(C)C)(C)C.[Li]CCCC.[Br:13][C:14]1[CH:19]=[C:18]([Si:20]([CH2:25][CH3:26])([CH2:23][CH3:24])[CH2:21][CH3:22])[C:17]([F:27])=[CH:16][N:15]=1.CN(C)[C:30](=[O:32])[CH3:31].Cl. (4) Given the product [C:4]([O:8][C:9](=[O:17])[NH:10][CH2:11][CH:12]1[CH2:13][C:14]2([CH2:18][CH2:16]2)[CH2:15]1)([CH3:7])([CH3:6])[CH3:5], predict the reactants needed to synthesize it. The reactants are: ClCI.[C:4]([O:8][C:9](=[O:17])[NH:10][CH2:11][CH:12]1[CH2:15][C:14](=[CH2:16])[CH2:13]1)([CH3:7])([CH3:6])[CH3:5].[CH2:18]([Zn]CC)C.CCCCCC.Cl.